From a dataset of Full USPTO retrosynthesis dataset with 1.9M reactions from patents (1976-2016). Predict the reactants needed to synthesize the given product. (1) Given the product [CH3:1][O:2][C:3]([C:5]1[CH:6]=[CH:7][C:8]([C:11]2[CH:12]=[CH:13][C:14]([CH2:17][S:40][CH2:39][C:36]3[CH:35]=[CH:34][C:33]([CH:29]4[S:28](=[O:41])(=[O:42])[N:27]([C:23]([CH3:25])([CH3:24])[CH3:26])[C:31](=[O:32])[CH2:30]4)=[CH:38][CH:37]=3)=[CH:15][CH:16]=2)=[CH:9][CH:10]=1)=[O:4], predict the reactants needed to synthesize it. The reactants are: [CH3:1][O:2][C:3]([C:5]1[CH:10]=[CH:9][C:8]([C:11]2[CH:16]=[CH:15][C:14]([CH2:17]OS(C)(=O)=O)=[CH:13][CH:12]=2)=[CH:7][CH:6]=1)=[O:4].[C:23]([N:27]1[C:31](=[O:32])[CH2:30][CH:29]([C:33]2[CH:38]=[CH:37][C:36]([CH2:39][SH:40])=[CH:35][CH:34]=2)[S:28]1(=[O:42])=[O:41])([CH3:26])([CH3:25])[CH3:24]. (2) Given the product [OH:27][C@@H:28]([CH2:41][NH:42][CH:17]1[CH2:18][CH2:19][N:14]([C:11]2[CH:12]=[CH:13][C:8]([CH:7]=[C:6]3[S:5][C:4]([N:21]4[CH2:26][CH2:25][CH2:24][CH2:23][CH2:22]4)=[N:3][C:2]3=[O:1])=[CH:9][CH:10]=2)[CH2:15][CH2:16]1)[CH2:29][O:30][C:31]1[C:39]2[NH:38][C:37](=[O:40])[NH:36][C:35]=2[CH:34]=[CH:33][CH:32]=1, predict the reactants needed to synthesize it. The reactants are: [O:1]=[C:2]1[C:6](=[CH:7][C:8]2[CH:13]=[CH:12][C:11]([N:14]3[CH2:19][CH2:18][C:17](=O)[CH2:16][CH2:15]3)=[CH:10][CH:9]=2)[S:5][C:4]([N:21]2[CH2:26][CH2:25][CH2:24][CH2:23][CH2:22]2)=[N:3]1.[OH:27][C@@H:28]([CH2:41][NH2:42])[CH2:29][O:30][C:31]1[C:39]2[NH:38][C:37](=[O:40])[NH:36][C:35]=2[CH:34]=[CH:33][CH:32]=1. (3) Given the product [CH3:31][O:30][C:17]1[C:18]([O:28][CH3:29])=[CH:19][C:20]2[CH:21]=[C:22]3[C:13]([C:11](=[O:12])[C:7]([C:6]#[N:8])=[CH:24][NH:23]3)=[CH:14][C:15]=2[CH:16]=1, predict the reactants needed to synthesize it. The reactants are: C([Li])CCC.[C:6](#[N:8])[CH3:7].CO[C:11]([C:13]1[C:22]([N:23]=[CH:24]N(C)C)=[CH:21][C:20]2[C:15](=[CH:16][C:17]([O:30][CH3:31])=[C:18]([O:28][CH3:29])[CH:19]=2)[CH:14]=1)=[O:12].C(O)(=O)C. (4) The reactants are: [C:1]([N:4]1[C:13]2[C:8](=[CH:9][C:10]([C:14]([OH:16])=O)=[CH:11][CH:12]=2)[CH:7]([NH:17][C:18]2[CH:23]=[CH:22][C:21]([N:24]3[CH2:29][CH2:28][O:27][CH2:26][CH2:25]3)=[CH:20][CH:19]=2)[CH2:6][CH:5]1[CH3:30])(=[O:3])[CH3:2].Cl.C1C=CC2N(O)N=[N:38][C:36]=2C=1.CN.O1CCCC1.C(=O)([O-])O.[Na+]. Given the product [C:1]([N:4]1[C:13]2[C:8](=[CH:9][C:10]([C:14]([NH:38][CH3:36])=[O:16])=[CH:11][CH:12]=2)[CH:7]([NH:17][C:18]2[CH:23]=[CH:22][C:21]([N:24]3[CH2:25][CH2:26][O:27][CH2:28][CH2:29]3)=[CH:20][CH:19]=2)[CH2:6][CH:5]1[CH3:30])(=[O:3])[CH3:2], predict the reactants needed to synthesize it. (5) Given the product [C:54]([C:6]1[S:11][C:25]2[CH:24]=[C:7]([O:56][C:1]([O:26][CH2:27][CH2:28][CH2:29][S:30][CH2:31][CH2:32][CH2:33][CH2:34][CH2:35][CH2:36][CH2:37][CH2:38][CH2:39][CH2:40][CH2:41][CH2:42][CH2:43][CH2:44][CH2:45][C:46]([OH:48])=[O:47])=[O:2])[CH:8]=[CH:9][C:10]=2[N:5]=1)#[N:51], predict the reactants needed to synthesize it. The reactants are: [C:1](Cl)(Cl)=[O:2].[N:5]1[CH:10]=[CH:9][CH:8]=[CH:7][C:6]=1[S:11]SCCCO.C(N([CH2:24][CH3:25])C(C)C)(C)C.[OH:26][CH2:27][CH2:28][CH2:29][S:30][CH2:31][CH2:32][CH2:33][CH2:34][CH2:35][CH2:36][CH2:37][CH2:38][CH2:39][CH2:40][CH2:41][CH2:42][CH2:43][CH2:44][CH2:45][C:46]([OH:48])=[O:47].C([N:51]([CH2:54]C)CC)C.[O:56]1CCCC1. (6) Given the product [F:13][C:14]1[CH:15]=[C:16]([C:40]2[CH:45]=[CH:44][CH:43]=[CH:42][C:41]=2[C:46]2[NH:3][C:4](=[O:7])[O:5][N:47]=2)[CH:17]=[CH:18][C:19]=1[CH2:20][C:21]1[C:22](=[O:39])[N:23]([CH:33]2[CH2:38][CH2:37][O:36][CH2:35][CH2:34]2)[C:24]2[N:25]([N:30]=[CH:31][N:32]=2)[C:26]=1[CH2:27][CH2:28][CH3:29], predict the reactants needed to synthesize it. The reactants are: [Cl-].O[NH3+:3].[C:4](=[O:7])([O-])[OH:5].[Na+].CS(C)=O.[F:13][C:14]1[CH:15]=[C:16]([C:40]2[C:41]([C:46]#[N:47])=[CH:42][CH:43]=[CH:44][CH:45]=2)[CH:17]=[CH:18][C:19]=1[CH2:20][C:21]1[C:22](=[O:39])[N:23]([CH:33]2[CH2:38][CH2:37][O:36][CH2:35][CH2:34]2)[C:24]2[N:25]([N:30]=[CH:31][N:32]=2)[C:26]=1[CH2:27][CH2:28][CH3:29]. (7) Given the product [F:1][C:2]1[CH:9]=[CH:8][C:5]([CH:6]2[C:13]([C:14]([O:16][CH3:17])=[O:15])=[CH:12][NH:23][C:21](=[O:22])[NH:20]2)=[CH:4][CH:3]=1, predict the reactants needed to synthesize it. The reactants are: [F:1][C:2]1[CH:9]=[CH:8][C:5]([CH:6]=O)=[CH:4][CH:3]=1.CO[CH:12](OC)[CH2:13][C:14]([O:16][CH3:17])=[O:15].[NH2:20][C:21]([NH2:23])=[O:22].C(O)(=O)C.B(F)(F)F.CCOCC.C([O-])(O)=O.[Na+].